This data is from Full USPTO retrosynthesis dataset with 1.9M reactions from patents (1976-2016). The task is: Predict the reactants needed to synthesize the given product. (1) Given the product [CH2:1]([C:8]1[N:9]=[N:10][C:11]([C:16]2[CH2:17][CH2:18][N:19]([C:29]3[N:30]=[CH:31][C:26]([C:24]([O:23][CH3:22])=[O:25])=[N:27][CH:28]=3)[CH2:20][CH:21]=2)=[C:12]([CH3:15])[C:13]=1[CH3:14])[C:2]1[CH:7]=[CH:6][CH:5]=[CH:4][CH:3]=1, predict the reactants needed to synthesize it. The reactants are: [CH2:1]([C:8]1[N:9]=[N:10][C:11]([C:16]2[CH2:17][CH2:18][NH:19][CH2:20][CH:21]=2)=[C:12]([CH3:15])[C:13]=1[CH3:14])[C:2]1[CH:7]=[CH:6][CH:5]=[CH:4][CH:3]=1.[CH3:22][O:23][C:24]([C:26]1[CH:31]=[N:30][C:29](Cl)=[CH:28][N:27]=1)=[O:25]. (2) Given the product [CH3:1][N:2]1[CH:6]=[C:5]([C:7]2[N:12]=[C:11]3[N:13]([CH2:16][C@H:17]4[O:22][CH2:21][CH2:20][NH:19][CH2:18]4)[N:14]=[N:15][C:10]3=[N:9][CH:8]=2)[CH:4]=[N:3]1, predict the reactants needed to synthesize it. The reactants are: [CH3:1][N:2]1[CH:6]=[C:5]([C:7]2[N:12]=[C:11]3[N:13]([CH2:16][C@H:17]4[O:22][CH2:21][CH2:20][N:19](C(OC(C)(C)C)=O)[CH2:18]4)[N:14]=[N:15][C:10]3=[N:9][CH:8]=2)[CH:4]=[N:3]1.C(O)(C(F)(F)F)=O. (3) Given the product [Br:1][C:2]1[C:3]([C@@H:8]([NH:18][C:36](=[O:37])[CH2:35][C:29]2[C:28]3[C:32](=[CH:33][CH:34]=[C:26]([OH:25])[CH:27]=3)[NH:31][CH:30]=2)[CH2:9][C:10]2[CH:11]=[C:12]([F:17])[CH:13]=[C:14]([F:16])[CH:15]=2)=[N:4][CH:5]=[CH:6][CH:7]=1, predict the reactants needed to synthesize it. The reactants are: [Br:1][C:2]1[C:3]([C@@H:8]([NH:18][S@](C(C)(C)C)=O)[CH2:9][C:10]2[CH:15]=[C:14]([F:16])[CH:13]=[C:12]([F:17])[CH:11]=2)=[N:4][CH:5]=[CH:6][CH:7]=1.[OH:25][C:26]1[CH:27]=[C:28]2[C:32](=[CH:33][CH:34]=1)[NH:31][CH:30]=[C:29]2[CH2:35][C:36](O)=[O:37].CCN(C(C)C)C(C)C.CN(C(ON1N=NC2C=CC=NC1=2)=[N+](C)C)C.F[P-](F)(F)(F)(F)F. (4) Given the product [OH:23][CH2:22][C:5]1[CH:6]=[C:7]([O:9][CH2:10][CH2:11][NH:12][CH2:13][CH2:14][C:15]([O:17][CH3:18])=[O:16])[CH:8]=[C:3]([CH2:2][OH:1])[N:4]=1, predict the reactants needed to synthesize it. The reactants are: [OH:1][CH2:2][C:3]1[CH:8]=[C:7]([O:9][CH2:10][CH2:11][NH:12][CH2:13][CH2:14][C:15]([O:17][C:18](C)(C)C)=[O:16])[CH:6]=[C:5]([CH2:22][OH:23])[N:4]=1.C(O)(C(F)(F)F)=O.C[Si](C=[N+]=[N-])(C)C.C(O)(=O)C. (5) Given the product [F:97][C:64]1[CH:65]=[C:66]([O:70][CH2:71][C@H:72]2[C@H:77]([C:78]3[CH:83]=[C:82]([F:84])[C:81]([F:85])=[CH:80][C:79]=3[F:86])[CH2:76][C:75](=[O:87])[NH:74][CH2:73]2)[C:67]([F:69])=[CH:68][C:63]=1[S:60]([NH:59][C:98]1[S:102][N:101]=[CH:100][N:99]=1)(=[O:61])=[O:62], predict the reactants needed to synthesize it. The reactants are: COC1C=C(OC)C=CC=1CN(C1SN=CN=1)S(C1C=C(F)C(OC[C@H]2[C@H](C3C=CC(F)=CC=3)CC(=O)N(CC3C=CC(OC)=CC=3)C2)=CC=1F)(=O)=O.COC1C=C(OC)C=CC=1C[N:59]([C:98]1[S:102][N:101]=[CH:100][N:99]=1)[S:60]([C:63]1[CH:68]=[C:67]([F:69])[C:66]([O:70][CH2:71][C@H:72]2[C@H:77]([C:78]3[CH:83]=[C:82]([F:84])[C:81]([F:85])=[CH:80][C:79]=3[F:86])[CH2:76][C:75](=[O:87])[N:74](CC3C=CC(OC)=CC=3)[CH2:73]2)=[CH:65][C:64]=1[F:97])(=[O:62])=[O:61]. (6) The reactants are: O=[C:2]1[N:7]([CH2:8][C:9]2[CH:14]=[CH:13][CH:12]=[CH:11][CH:10]=2)[CH2:6][C:5](=O)[N:4]2[CH2:16][CH2:17][CH2:18][C:3]12[C:19](OCC)=[O:20].[H-].[Al+3].[Li+].[H-].[H-].[H-].O.[OH-].[Na+]. Given the product [C:9]1([CH2:8][N:7]2[CH2:6][CH2:5][N:4]3[CH2:16][CH2:17][CH2:18][C:3]3([CH2:19][OH:20])[CH2:2]2)[CH:10]=[CH:11][CH:12]=[CH:13][CH:14]=1, predict the reactants needed to synthesize it. (7) Given the product [F:1][C:2]1[C:7]([N:8]2[CH2:13][CH2:12][N:11]([CH3:14])[CH2:10][CH2:9]2)=[CH:6][CH:5]=[C:4]([NH2:15])[C:3]=1[NH2:18], predict the reactants needed to synthesize it. The reactants are: [F:1][C:2]1[C:7]([N:8]2[CH2:13][CH2:12][N:11]([CH3:14])[CH2:10][CH2:9]2)=[CH:6][CH:5]=[C:4]([N+:15]([O-])=O)[C:3]=1[NH2:18]. (8) Given the product [CH2:12]([N:4]1[C:5](=[O:6])[CH2:7][NH:1][C:2]1=[O:3])[C:11]#[CH:10], predict the reactants needed to synthesize it. The reactants are: [NH:1]1[CH2:7][C:5](=[O:6])[NH:4][C:2]1=[O:3].[OH-].[K+].[CH2:10](Br)[C:11]#[CH:12]. (9) Given the product [CH2:12]([O:19][C:20]1[CH:25]=[CH:24][C:23]([C@@H:26]2[CH2:31][CH2:30][N:29]([C:32]([O:34][C:35]([CH3:38])([CH3:37])[CH3:36])=[O:33])[CH2:28][C@H:27]2[OH:9])=[CH:22][CH:21]=1)[C:13]1[CH:14]=[CH:15][CH:16]=[CH:17][CH:18]=1, predict the reactants needed to synthesize it. The reactants are: [BH4-].[Na+].B(F)(F)F.CC[O:9]CC.[CH2:12]([O:19][C:20]1[CH:25]=[CH:24][C:23]([C:26]2[CH2:31][CH2:30][N:29]([C:32]([O:34][C:35]([CH3:38])([CH3:37])[CH3:36])=[O:33])[CH2:28][CH:27]=2)=[CH:22][CH:21]=1)[C:13]1[CH:18]=[CH:17][CH:16]=[CH:15][CH:14]=1.[OH-].[Na+].OO.Cl. (10) Given the product [CH3:1][C:2]([C:7]1[CH:12]=[CH:11][CH:10]=[CH:9][CH:8]=1)([CH3:6])[C:3]([NH2:14])=[O:4], predict the reactants needed to synthesize it. The reactants are: [CH3:1][C:2]([C:7]1[CH:12]=[CH:11][CH:10]=[CH:9][CH:8]=1)([CH3:6])[C:3](O)=[O:4].C[N:14](C=O)C.C(Cl)(=O)C(Cl)=O.